This data is from Forward reaction prediction with 1.9M reactions from USPTO patents (1976-2016). The task is: Predict the product of the given reaction. Given the reactants [C:1]([O:5][C:6](=[O:22])[NH:7][C:8]1[CH2:9][O:10][CH2:11][C:12]([C:15]2[CH:20]=[CH:19][CH:18]=[C:17]([NH2:21])[CH:16]=2)([CH3:14])[N:13]=1)([CH3:4])([CH3:3])[CH3:2].[O:23]1[CH:27]=[CH:26][CH:25]=[C:24]1[C:28](O)=[O:29].C1C=CC2N(O)N=NC=2C=1.CCN(C(C)C)C(C)C.C(Cl)CCl, predict the reaction product. The product is: [C:1]([O:5][C:6](=[O:22])[NH:7][C:8]1[CH2:9][O:10][CH2:11][C:12]([C:15]2[CH:20]=[CH:19][CH:18]=[C:17]([NH:21][C:28]([C:24]3[O:23][CH:27]=[CH:26][CH:25]=3)=[O:29])[CH:16]=2)([CH3:14])[N:13]=1)([CH3:2])([CH3:3])[CH3:4].